Dataset: Forward reaction prediction with 1.9M reactions from USPTO patents (1976-2016). Task: Predict the product of the given reaction. (1) Given the reactants [CH3:1][C:2]1[NH:3][C:4]2[CH2:5][C:6]([CH3:21])([CH3:20])[CH2:7][C:8](=[O:19])[C:9]=2[C:10]=1[S:11][C:12]1[CH:17]=[CH:16][C:15]([CH3:18])=[CH:14][CH:13]=1.Br[CH2:23][C:24]([O:26][CH2:27][CH3:28])=[O:25].[H-].[Na+], predict the reaction product. The product is: [CH3:1][C:2]1[N:3]([CH2:23][C:24]([O:26][CH2:27][CH3:28])=[O:25])[C:4]2[CH2:5][C:6]([CH3:21])([CH3:20])[CH2:7][C:8](=[O:19])[C:9]=2[C:10]=1[S:11][C:12]1[CH:13]=[CH:14][C:15]([CH3:18])=[CH:16][CH:17]=1. (2) Given the reactants I[C:2]1[CH:7]=[CH:6][C:5](/[C:8](/[CH3:15])=[CH:9]/[C:10]([O:12][CH2:13][CH3:14])=[O:11])=[CH:4][CH:3]=1.[C:16]1([CH3:25])[CH:21]=[CH:20][CH:19]=[CH:18][C:17]=1B(O)O, predict the reaction product. The product is: [CH3:25][C:16]1[CH:21]=[CH:20][CH:19]=[CH:18][C:17]=1[C:2]1[CH:7]=[CH:6][C:5](/[C:8](/[CH3:15])=[CH:9]/[C:10]([O:12][CH2:13][CH3:14])=[O:11])=[CH:4][CH:3]=1. (3) Given the reactants [CH3:1][N:2]1[C:10]2[C:5](=[C:6]([C:11]3[CH:16]=[CH:15][C:14]([OH:17])=[CH:13][CH:12]=3)[CH:7]=[CH:8][CH:9]=2)[C:4]([CH3:18])=[C:3]1[C:19]1[CH:24]=[CH:23][CH:22]=[CH:21][CH:20]=1.C([O-])([O-])=O.[K+].[K+].Br[CH2:32][C:33]#[N:34], predict the reaction product. The product is: [CH3:1][N:2]1[C:10]2[C:5](=[C:6]([C:11]3[CH:16]=[CH:15][C:14]([O:17][CH2:32][C:33]#[N:34])=[CH:13][CH:12]=3)[CH:7]=[CH:8][CH:9]=2)[C:4]([CH3:18])=[C:3]1[C:19]1[CH:24]=[CH:23][CH:22]=[CH:21][CH:20]=1. (4) Given the reactants [Cl:1][C:2]1[CH:7]=[CH:6][C:5]([S:8]([N:11]2[CH:19]3[CH2:20][CH2:21][CH2:22][CH:12]2[C:13]2[CH:14]=[N:15][NH:16][C:17]=2[CH2:18]3)(=[O:10])=[O:9])=[CH:4][CH:3]=1.[C:23](Cl)(=[O:25])[CH3:24], predict the reaction product. The product is: [Cl:1][C:2]1[CH:7]=[CH:6][C:5]([S:8]([N:11]2[CH:19]3[CH2:20][CH2:21][CH2:22][CH:12]2[C:13]2[C:17]([CH2:18]3)=[N:16][N:15]([C:23](=[O:25])[CH3:24])[CH:14]=2)(=[O:9])=[O:10])=[CH:4][CH:3]=1. (5) Given the reactants [C:1]([O:5][C:6]([NH:8][C@H:9]([CH3:14])[CH2:10][C:11]([OH:13])=O)=[O:7])([CH3:4])([CH3:3])[CH3:2].CN(C(ON1N=NC2[CH:26]=[CH:27][CH:28]=[N:29][C:24]1=2)=[N+](C)C)C.F[P-](F)(F)(F)(F)F.N1CCCC1, predict the reaction product. The product is: [C:1]([O:5][C:6](=[O:7])[NH:8][C@H:9]([CH3:14])[CH2:10][C:11](=[O:13])[N:29]1[CH2:28][CH2:27][CH2:26][CH2:24]1)([CH3:2])([CH3:3])[CH3:4]. (6) The product is: [C:37]([N:44]([CH2:52][C:53]1[N:54]=[CH:55][C:56]([C:59]([NH:16][C@H:15]([C:17]([OH:19])=[O:18])[CH2:14][CH2:13][CH2:12][NH:11][C:1]([O:3][CH2:4][C:5]2[CH:10]=[CH:9][CH:8]=[CH:7][CH:6]=2)=[O:2])=[O:60])=[N:57][CH:58]=1)[CH2:45][C:46]1[CH:51]=[CH:50][CH:49]=[CH:48][N:47]=1)([O:39][C:40]([CH3:43])([CH3:42])[CH3:41])=[O:38]. Given the reactants [C:1]([NH:11][CH2:12][CH2:13][CH2:14][C@@H:15]([C:17]([OH:19])=[O:18])[NH2:16])([O:3][CH2:4][C:5]1[CH:10]=[CH:9][CH:8]=[CH:7][CH:6]=1)=[O:2].C(NCC)C.CCN=C=NCCCN(C)C.Cl.[C:37]([N:44]([CH2:52][C:53]1[N:54]=[CH:55][C:56]([C:59](O)=[O:60])=[N:57][CH:58]=1)[CH2:45][C:46]1[CH:51]=[CH:50][CH:49]=[CH:48][N:47]=1)([O:39][C:40]([CH3:43])([CH3:42])[CH3:41])=[O:38], predict the reaction product. (7) Given the reactants O1[C:5]2([CH2:10][CH2:9][CH:8]([N:11]3[C:16](=[O:17])[C:15]([CH2:18][C:19]4[CH:24]=[CH:23][C:22]([C:25]5[C:26]([C:31]#[N:32])=[CH:27][CH:28]=[CH:29][CH:30]=5)=[CH:21][CH:20]=4)=[C:14]([CH2:33][CH2:34][CH3:35])[N:13]4[N:36]=[C:37]([C:39]([F:42])([F:41])[F:40])[N:38]=[C:12]34)[CH2:7][CH2:6]2)[O:4]CC1.Cl.[OH-].[Na+], predict the reaction product. The product is: [OH:4][CH:5]1[CH2:10][CH2:9][CH:8]([N:11]2[C:16](=[O:17])[C:15]([CH2:18][C:19]3[CH:20]=[CH:21][C:22]([C:25]4[C:26]([C:31]#[N:32])=[CH:27][CH:28]=[CH:29][CH:30]=4)=[CH:23][CH:24]=3)=[C:14]([CH2:33][CH2:34][CH3:35])[N:13]3[N:36]=[C:37]([C:39]([F:41])([F:42])[F:40])[N:38]=[C:12]23)[CH2:7][CH2:6]1. (8) The product is: [CH:1]1([NH:5][C:25](=[O:26])[C:24]2[CH:28]=[CH:29][CH:30]=[CH:31][C:23]=2[N:21]2[CH:22]=[C:18]([C:8]3[C:9]([C:12]4[CH:17]=[CH:16][CH:15]=[CH:14][CH:13]=4)=[N:10][O:11][C:7]=3[CH3:6])[N:19]=[CH:20]2)[CH2:4][CH2:3][CH2:2]1. Given the reactants [CH:1]1([NH2:5])[CH2:4][CH2:3][CH2:2]1.[CH3:6][C:7]1[O:11][N:10]=[C:9]([C:12]2[CH:17]=[CH:16][CH:15]=[CH:14][CH:13]=2)[C:8]=1[C:18]1[N:19]=[CH:20][N:21]([C:23]2[CH:31]=[CH:30][CH:29]=[CH:28][C:24]=2[C:25](O)=[O:26])[CH:22]=1, predict the reaction product. (9) Given the reactants [CH3:1][C:2]1[S:3][C:4]2[CH:10]=[CH:9][C:8]([OH:11])=[CH:7][C:5]=2[N:6]=1.Cl[C:13]1[N:18]=[N:17][C:16]([C:19]2[CH:24]=[CH:23][CH:22]=[CH:21][CH:20]=2)=[C:15]([C:25]2[CH:30]=[CH:29][C:28]([C:31]([F:34])([F:33])[F:32])=[CH:27][CH:26]=2)[CH:14]=1.[H-].[Na+], predict the reaction product. The product is: [CH3:1][C:2]1[S:3][C:4]2[CH:10]=[CH:9][C:8]([O:11][C:13]3[N:18]=[N:17][C:16]([C:19]4[CH:20]=[CH:21][CH:22]=[CH:23][CH:24]=4)=[C:15]([C:25]4[CH:26]=[CH:27][C:28]([C:31]([F:32])([F:34])[F:33])=[CH:29][CH:30]=4)[CH:14]=3)=[CH:7][C:5]=2[N:6]=1.